Dataset: Catalyst prediction with 721,799 reactions and 888 catalyst types from USPTO. Task: Predict which catalyst facilitates the given reaction. (1) Reactant: [O:1]([CH2:8][C@@H:9]1[CH2:11][O:10]1)[C:2]1[CH:7]=[CH:6][CH:5]=[CH:4][CH:3]=1.[NH2:12][C@@H:13]([CH2:16][C:17]1[CH:22]=[CH:21][C:20]([N+:23]([O-:25])=[O:24])=[CH:19][CH:18]=1)[CH2:14][OH:15]. Product: [N+:23]([C:20]1[CH:19]=[CH:18][C:17]([CH2:16][C@H:13]([NH:12][CH2:11][C@H:9]([OH:10])[CH2:8][O:1][C:2]2[CH:7]=[CH:6][CH:5]=[CH:4][CH:3]=2)[CH2:14][OH:15])=[CH:22][CH:21]=1)([O-:25])=[O:24]. The catalyst class is: 8. (2) Reactant: C[O:2][C:3]1[CH:8]=[C:7]([O:9]C)[CH:6]=[CH:5][C:4]=1[N:11]1[C:15]([CH3:16])=[CH:14][C:13]([CH3:17])=[N:12]1.B(Br)(Br)Br.O.[OH-].[Na+]. Product: [CH3:17][C:13]1[CH:14]=[C:15]([CH3:16])[N:11]([C:4]2[CH:5]=[CH:6][C:7]([OH:9])=[CH:8][C:3]=2[OH:2])[N:12]=1. The catalyst class is: 2.